This data is from Full USPTO retrosynthesis dataset with 1.9M reactions from patents (1976-2016). The task is: Predict the reactants needed to synthesize the given product. (1) Given the product [Br:18][C:15]1[CH:16]=[CH:17][C:12]([O:3][CH2:4][CH2:5][N:6]2[CH2:10][CH2:9][CH2:8][CH2:7]2)=[N:13][CH:14]=1, predict the reactants needed to synthesize it. The reactants are: [H-].[Na+].[OH:3][CH2:4][CH2:5][N:6]1[CH2:10][CH2:9][CH2:8][CH2:7]1.Br[C:12]1[CH:17]=[CH:16][C:15]([Br:18])=[CH:14][N:13]=1. (2) The reactants are: [F:1][C:2]1[CH:3]=[N:4][C:5]2[C:10]([C:11]=1[CH2:12][CH2:13][N:14]1[CH2:19][CH2:18][CH:17]([NH:20]C(=O)OC(C)(C)C)[CH2:16][CH2:15]1)=[CH:9][C:8]([O:28][CH3:29])=[CH:7][C:6]=2[F:30].FC(F)(F)C(O)=O. Given the product [F:1][C:2]1[CH:3]=[N:4][C:5]2[C:10]([C:11]=1[CH2:12][CH2:13][N:14]1[CH2:15][CH2:16][CH:17]([NH2:20])[CH2:18][CH2:19]1)=[CH:9][C:8]([O:28][CH3:29])=[CH:7][C:6]=2[F:30], predict the reactants needed to synthesize it. (3) Given the product [Cl:10][C:11]1[CH:16]=[CH:15][CH:14]=[CH:13][C:12]=1[S:17][C:2]1[CH:3]=[C:4]([CH3:9])[CH:5]=[C:6]([CH3:8])[CH:7]=1, predict the reactants needed to synthesize it. The reactants are: I[C:2]1[CH:3]=[C:4]([CH3:9])[CH:5]=[C:6]([CH3:8])[CH:7]=1.[Cl:10][C:11]1[CH:16]=[CH:15][CH:14]=[CH:13][C:12]=1[SH:17].C([O-])([O-])=O.[K+].[K+].C(O)CO. (4) The reactants are: [I:1][C:2]1[S:6][C:5]([C:7](=[O:17])[CH:8]=[CH:9][C:10]2[CH:15]=[CH:14][C:13]([NH2:16])=[CH:12][CH:11]=2)=[CH:4][CH:3]=1.[C:18](=O)([O-])[O-].[K+].[K+].CI.O. Given the product [I:1][C:2]1[S:6][C:5]([C:7](=[O:17])[CH:8]=[CH:9][C:10]2[CH:15]=[CH:14][C:13]([NH:16][CH3:18])=[CH:12][CH:11]=2)=[CH:4][CH:3]=1, predict the reactants needed to synthesize it. (5) Given the product [Br:14][C:11]1[C:9]2[NH:10][C:6]([C:4]([N:19]3[CH2:20][CH2:21][N:16]([CH3:15])[CH2:17][CH2:18]3)=[O:5])=[CH:7][C:8]=2[S:13][CH:12]=1, predict the reactants needed to synthesize it. The reactants are: C(O[C:4]([C:6]1[NH:10][C:9]2[C:11]([Br:14])=[CH:12][S:13][C:8]=2[CH:7]=1)=[O:5])C.[CH3:15][N:16]1[CH2:21][CH2:20][NH:19][CH2:18][CH2:17]1. (6) Given the product [CH3:35][O:34][C:28]1[CH:27]=[C:26]([CH:4]2[C:3](=[O:36])[N:19]([C:43]3[CH:42]=[CH:6][CH:5]=[CH:4][CH:3]=3)[C:7]3[N:8]=[C:9]([NH:12][C:26]4[CH:31]=[CH:30][CH:29]=[CH:28][CH:27]=4)[N:10]=[CH:11][C:6]=3[CH2:5]2)[CH:31]=[C:30]([O:32][CH3:33])[CH:29]=1, predict the reactants needed to synthesize it. The reactants are: CO[C:3](=[O:36])[CH:4]([C:26]1[CH:31]=[C:30]([O:32][CH3:33])[CH:29]=[C:28]([O:34][CH3:35])[CH:27]=1)[CH2:5][C:6]1[C:7]([NH:19]C2C=CC=CC=2)=[N:8][C:9]([NH:12]C2C=CC=CC=2)=[N:10][CH:11]=1.S(=O)(=O)(O)O.[C:42](O)(=O)[CH3:43].